From a dataset of Reaction yield outcomes from USPTO patents with 853,638 reactions. Predict the reaction yield, written as a fraction of the theoretical maximum amount of product (1.0 means a 100% yield; for example, 0.34 means a 34% yield). (1) The reactants are [CH3:1][CH2:2][Mg+].[Br-].[Cl:5][C:6]1[CH:7]=[C:8]([NH:12][C:13]([N:15]2[CH2:20][CH2:19][C:18]3[NH:21][N:22]=[C:23]([C:24](N(OC)C)=[O:25])[C:17]=3[CH2:16]2)=[O:14])[CH:9]=[CH:10][CH:11]=1.CC(=O)OCC. The catalyst is C1COCC1. The product is [Cl:5][C:6]1[CH:7]=[C:8]([NH:12][C:13]([N:15]2[CH2:20][CH2:19][C:18]3[NH:21][N:22]=[C:23]([C:24](=[O:25])[CH2:2][CH3:1])[C:17]=3[CH2:16]2)=[O:14])[CH:9]=[CH:10][CH:11]=1. The yield is 0.349. (2) The reactants are [F:1][C:2]1[C:7]([F:8])=[CH:6][CH:5]=[CH:4][C:3]=1/[CH:9]=[CH:10]/[CH2:11][OH:12].ClC1C=CC=C(C(OO)=[O:21])C=1.C(=O)([O-])[O-].[Na+].[Na+].C(=O)(O)[O-].[Na+]. The catalyst is C(Cl)Cl. The product is [F:1][C:2]1[C:7]([F:8])=[CH:6][CH:5]=[CH:4][C:3]=1[CH:9]1[O:21][CH:10]1[CH2:11][OH:12]. The yield is 0.760.